The task is: Predict the reactants needed to synthesize the given product.. This data is from Full USPTO retrosynthesis dataset with 1.9M reactions from patents (1976-2016). (1) Given the product [Br:2][C:3]1[CH:4]=[CH:5][C:6]([F:11])=[C:7]([CH:8]=1)[CH2:9][NH:10][C:12](=[O:13])[O:14][C:15]([CH3:18])([CH3:17])[CH3:16], predict the reactants needed to synthesize it. The reactants are: Cl.[Br:2][C:3]1[CH:4]=[CH:5][C:6]([F:11])=[C:7]([CH2:9][NH2:10])[CH:8]=1.[C:12](O[C:12]([O:14][C:15]([CH3:18])([CH3:17])[CH3:16])=[O:13])([O:14][C:15]([CH3:18])([CH3:17])[CH3:16])=[O:13].C(N(CC)CC)C. (2) Given the product [CH3:13][N:12]1[CH:8]([C:5]2[CH:6]=[CH:7][C:2]([N:19]3[C:20]4[CH2:21][CH2:22][CH2:23][CH2:24][C:25]=4[C:17]([C:16]([F:15])([F:27])[F:26])=[N:18]3)=[CH:3][CH:4]=2)[CH2:9][CH2:10][C:11]1=[O:14], predict the reactants needed to synthesize it. The reactants are: Br[C:2]1[CH:7]=[CH:6][C:5]([CH:8]2[N:12]([CH3:13])[C:11](=[O:14])[CH2:10][CH2:9]2)=[CH:4][CH:3]=1.[F:15][C:16]([F:27])([F:26])[C:17]1[C:25]2[CH2:24][CH2:23][CH2:22][CH2:21][C:20]=2[NH:19][N:18]=1.CN(C)CC(O)=O.C(=O)([O-])[O-].[K+].[K+].